Task: Regression. Given a peptide amino acid sequence and an MHC pseudo amino acid sequence, predict their binding affinity value. This is MHC class II binding data.. Dataset: Peptide-MHC class II binding affinity with 134,281 pairs from IEDB (1) The peptide sequence is TKKFDEVVKANGGYL. The MHC is DRB4_0101 with pseudo-sequence DRB4_0103. The binding affinity (normalized) is 0.241. (2) The peptide sequence is KMIGGIGGFVKVRQYDQILI. The MHC is DRB4_0101 with pseudo-sequence DRB4_0103. The binding affinity (normalized) is 0.192.